Task: Predict the product of the given reaction.. Dataset: Forward reaction prediction with 1.9M reactions from USPTO patents (1976-2016) (1) Given the reactants [CH2:1]([O:3][C:4]1[CH:9]=[CH:8][CH:7]=[CH:6][C:5]=1[C:10]1[NH:15][C:14](=[O:16])[C:13]2=[C:17]([CH3:26])[N:18]=[C:19]([CH2:20][CH2:21][CH2:22][CH2:23][CH2:24][CH3:25])[N:12]2[N:11]=1)[CH3:2].[S:27]([Cl:31])(=O)(=[O:29])[OH:28].S(Cl)(Cl)(=O)=O, predict the reaction product. The product is: [CH2:1]([O:3][C:4]1[CH:9]=[CH:8][C:7]([S:27]([Cl:31])(=[O:29])=[O:28])=[CH:6][C:5]=1[C:10]1[NH:15][C:14](=[O:16])[C:13]2=[C:17]([CH3:26])[N:18]=[C:19]([CH2:20][CH2:21][CH2:22][CH2:23][CH2:24][CH3:25])[N:12]2[N:11]=1)[CH3:2]. (2) Given the reactants [Br:1][C:2]1[CH:7]=[CH:6][C:5]([CH3:8])=[C:4]([I:9])[CH:3]=1.C(OOC(=O)C1C=CC=CC=1)(=O)C1C=CC=CC=1.C1C(=O)N([Br:35])C(=O)C1.CO, predict the reaction product. The product is: [Br:1][C:2]1[CH:7]=[CH:6][C:5]([CH2:8][Br:35])=[C:4]([I:9])[CH:3]=1. (3) Given the reactants C[O:2][C:3](=[O:10])[CH:4]=[C:5]([CH2:8][CH3:9])[CH2:6][CH3:7].[OH-].[Na+].Cl, predict the reaction product. The product is: [CH2:6]([C:5]([CH2:8][CH3:9])=[CH:4][C:3]([OH:10])=[O:2])[CH3:7]. (4) Given the reactants Cl[CH2:2][CH2:3][CH2:4][CH2:5][S:6][C:7]1[CH:12]=[CH:11][CH:10]=[CH:9][CH:8]=1.[NH:13]1[CH2:18][CH2:17][CH:16]([C:19]2[CH:20]=[C:21]([NH:25][C:26]([CH:28]3[CH2:30][CH2:29]3)=[O:27])[CH:22]=[CH:23][CH:24]=2)[CH2:15][CH2:14]1, predict the reaction product. The product is: [C:7]1([S:6][CH2:5][CH2:4][CH2:3][CH2:2][N:13]2[CH2:18][CH2:17][CH:16]([C:19]3[CH:20]=[C:21]([NH:25][C:26]([CH:28]4[CH2:29][CH2:30]4)=[O:27])[CH:22]=[CH:23][CH:24]=3)[CH2:15][CH2:14]2)[CH:12]=[CH:11][CH:10]=[CH:9][CH:8]=1.